This data is from Aqueous solubility values for 9,982 compounds from the AqSolDB database. The task is: Regression/Classification. Given a drug SMILES string, predict its absorption, distribution, metabolism, or excretion properties. Task type varies by dataset: regression for continuous measurements (e.g., permeability, clearance, half-life) or binary classification for categorical outcomes (e.g., BBB penetration, CYP inhibition). For this dataset (solubility_aqsoldb), we predict Y. (1) The drug is Nc1cc([N+](=O)[O-])c(O)c([N+](=O)[O-])c1. The Y is -2.39 log mol/L. (2) The molecule is OCC1OC(OCC2OC(OC3(CO)OC(CO)C(O)C3O)C(O)C(O)C2O)C(O)C(O)C1O. The Y is 0.300 log mol/L. (3) The drug is COC(=O)CCc1cc(-n2nc3ccccc3n2)c(O)c(C(C)(C)C)c1. The Y is -6.85 log mol/L. (4) The molecule is CCC1(C2=CCCCCC2)C(=O)NC(=O)NC1=O. The Y is -3.00 log mol/L. (5) The Y is -0.108 log mol/L. The compound is C1COC2(C1)CCCO2. (6) The molecule is CC(C)=C1OC(=O)N(c2cc(OC3CCCC3)c(Cl)cc2F)C1=O. The Y is -6.21 log mol/L. (7) The compound is CC1(O)CC(c2ccc(Cl)cc2)c2c(c3ccccc3oc2=O)O1. The Y is -5.84 log mol/L. (8) The drug is O=P(OC(CCl)CCl)(OC(CCl)CCl)OC(CCl)CCl. The Y is -4.38 log mol/L. (9) The drug is O=C/C=C/c1ccccc1. The Y is -1.97 log mol/L. (10) The compound is CCC. The Y is -2.84 log mol/L.